This data is from TCR-epitope binding with 47,182 pairs between 192 epitopes and 23,139 TCRs. The task is: Binary Classification. Given a T-cell receptor sequence (or CDR3 region) and an epitope sequence, predict whether binding occurs between them. (1) Result: 1 (the TCR binds to the epitope). The epitope is KLSYGIATV. The TCR CDR3 sequence is CASSPPFTGTARQETQYF. (2) The epitope is EPLPQGQLTAY. The TCR CDR3 sequence is CASSQAERKETQYF. Result: 0 (the TCR does not bind to the epitope). (3) The epitope is FLLNKEMYL. The TCR CDR3 sequence is CSVEDQSRGGYTF. Result: 1 (the TCR binds to the epitope). (4) Result: 0 (the TCR does not bind to the epitope). The TCR CDR3 sequence is CASSLYGGGDQPQHF. The epitope is YSEHPTFTSQY.